This data is from Full USPTO retrosynthesis dataset with 1.9M reactions from patents (1976-2016). The task is: Predict the reactants needed to synthesize the given product. Given the product [Cl:1][C:2]1[C:3]([O:12][C:13]2[CH:18]=[C:17]([O:19][CH:20]([CH2:21][O:22][CH2:23][CH3:24])[CH2:25][O:26][CH2:27][CH3:28])[CH:16]=[CH:15][C:14]=2/[CH:29]=[CH:30]/[C:31]([OH:33])=[O:32])=[N:4][CH:5]=[C:6]([C:8]([F:9])([F:10])[F:11])[CH:7]=1, predict the reactants needed to synthesize it. The reactants are: [Cl:1][C:2]1[C:3]([O:12][C:13]2[CH:18]=[C:17]([O:19][CH:20]([CH2:25][O:26][CH2:27][CH3:28])[CH2:21][O:22][CH2:23][CH3:24])[CH:16]=[CH:15][C:14]=2/[CH:29]=[CH:30]/[C:31]([O:33]CC)=[O:32])=[N:4][CH:5]=[C:6]([C:8]([F:11])([F:10])[F:9])[CH:7]=1.[OH-].[Na+].O1CCCC1.